This data is from Reaction yield outcomes from USPTO patents with 853,638 reactions. The task is: Predict the reaction yield, written as a fraction of the theoretical maximum amount of product (1.0 means a 100% yield; for example, 0.34 means a 34% yield). (1) The reactants are CS(C)=O.FC(F)(F)S(O[C:11]1[CH:32]=[CH:31][CH:30]=[CH:29][C:12]=1[C:13]([C:15]1[CH:20]=[CH:19][CH:18]=[CH:17][C:16]=1OS(C(F)(F)F)(=O)=O)=[O:14])(=O)=O.[C:35]1([PH:41](=[O:48])[C:42]2[CH:47]=[CH:46][CH:45]=[CH:44][CH:43]=2)[CH:40]=[CH:39][CH:38]=[CH:37][CH:36]=1.C(N(CC)[CH:53]([CH3:55])[CH3:54])(C)C. The catalyst is C([O-])(=O)C.[Pd+2].C([O-])(=O)C.C1(P(C2C=CC=CC=2)CCCCP(C2C=CC=CC=2)C2C=CC=CC=2)C=CC=CC=1.CO.C(Cl)Cl. The product is [C:35]1([P:41]([C:42]2[CH:47]=[CH:46][CH:45]=[CH:44][CH:43]=2)([C:11]2[CH:32]=[CH:31][CH:30]=[CH:29][C:12]=2[C:13]([C:15]2[CH:20]=[CH:19][CH:18]=[CH:17][C:16]=2[P:41]([C:54]2[CH:53]=[CH:55][CH:47]=[CH:42][CH:43]=2)([C:35]2[CH:40]=[CH:39][CH:38]=[CH:37][CH:36]=2)=[O:48])=[O:14])=[O:48])[CH:36]=[CH:37][CH:38]=[CH:39][CH:40]=1. The yield is 0.900. (2) The reactants are Br[C:2]1[CH:3]=[C:4]2[C:9](=[C:10]([F:12])[CH:11]=1)[N:8]([CH3:13])[C:7](=[O:14])[CH2:6][CH2:5]2.[B:15]1([B:15]2[O:19][C:18]([CH3:21])([CH3:20])[C:17]([CH3:23])([CH3:22])[O:16]2)[O:19][C:18]([CH3:21])([CH3:20])[C:17]([CH3:23])([CH3:22])[O:16]1.C([O-])(=O)C.[K+]. The catalyst is O1CCOCC1.C1(P(C2C=CC=CC=2)[C-]2C=CC=C2)C=CC=CC=1.[C-]1(P(C2C=CC=CC=2)C2C=CC=CC=2)C=CC=C1.[Fe+2].Cl[Pd]Cl. The product is [F:12][C:10]1[CH:11]=[C:2]([B:15]2[O:19][C:18]([CH3:21])([CH3:20])[C:17]([CH3:23])([CH3:22])[O:16]2)[CH:3]=[C:4]2[C:9]=1[N:8]([CH3:13])[C:7](=[O:14])[CH2:6][CH2:5]2. The yield is 0.700. (3) The reactants are [C:1](/[CH:3]=[CH:4]/[S:5]([C:8]1[CH:13]=[CH:12][C:11]([C:14]([CH3:19])([CH3:18])[C:15]([OH:17])=O)=[CH:10][CH:9]=1)(=[O:7])=[O:6])#[N:2].[CH2:20]1[C:29]2[C:24](=[CH:25][CH:26]=[CH:27][CH:28]=2)[CH2:23][CH2:22][NH:21]1.Cl.CN(C)CCCN=C=NCC.ON1C2C=CC=CC=2N=N1. The catalyst is C(Cl)Cl. The product is [CH2:20]1[C:29]2[C:24](=[CH:25][CH:26]=[CH:27][CH:28]=2)[CH2:23][CH2:22][N:21]1[C:15](=[O:17])[C:14]([C:11]1[CH:10]=[CH:9][C:8]([S:5](/[CH:4]=[CH:3]/[C:1]#[N:2])(=[O:6])=[O:7])=[CH:13][CH:12]=1)([CH3:19])[CH3:18]. The yield is 0.220. (4) The reactants are [F:1][C:2]1[CH:3]=[C:4]([CH:14]([CH3:18])[C:15]([OH:17])=O)[CH:5]=[CH:6][C:7]=1[CH2:8][NH:9][S:10]([CH3:13])(=[O:12])=[O:11].[C:19]([C:23]1[N:28]=[C:27]([C:29]2[CH:30]=[C:31]([CH3:35])[CH:32]=[CH:33][CH:34]=2)[C:26]([CH2:36][NH2:37])=[CH:25][CH:24]=1)([CH3:22])([CH3:21])[CH3:20].CN(C)CCCN=C=NCC.ON1C2C=CC=CC=2N=N1.C(N(CC)CC)C. The catalyst is C(#N)C.C(OCC)(=O)C. The product is [C:19]([C:23]1[N:28]=[C:27]([C:29]2[CH:30]=[C:31]([CH3:35])[CH:32]=[CH:33][CH:34]=2)[C:26]([CH2:36][NH:37][C:15](=[O:17])[CH:14]([C:4]2[CH:5]=[CH:6][C:7]([CH2:8][NH:9][S:10]([CH3:13])(=[O:11])=[O:12])=[C:2]([F:1])[CH:3]=2)[CH3:18])=[CH:25][CH:24]=1)([CH3:22])([CH3:20])[CH3:21]. The yield is 0.800. (5) The reactants are C[O:2][C:3](=[O:15])[C@@H:4]([OH:14])[CH2:5][S:6][CH2:7][C:8]1[CH:13]=[CH:12][CH:11]=[CH:10][CH:9]=1.[OH-].[Li+]. No catalyst specified. The product is [CH2:7]([S:6][CH2:5][C@H:4]([OH:14])[C:3]([OH:15])=[O:2])[C:8]1[CH:13]=[CH:12][CH:11]=[CH:10][CH:9]=1. The yield is 0.460. (6) The catalyst is C1(C)C=CC=CC=1. The yield is 0.349. The reactants are [CH3:1][O:2][CH2:3][CH2:4][N:5]1[CH2:10][CH2:9][CH:8]([C:11]2[CH:20]=[CH:19][C:14]([C:15]([O:17]C)=O)=[CH:13][CH:12]=2)[CH2:7][CH2:6]1.[CH3:21][O:22][C:23]1[CH:24]=[C:25]([CH2:31][CH2:32][C:33]2[CH:34]=[C:35]([NH2:38])[NH:36][N:37]=2)[CH:26]=[C:27]([O:29][CH3:30])[CH:28]=1.C[Al](C)C. The product is [CH3:30][O:29][C:27]1[CH:26]=[C:25]([CH2:31][CH2:32][C:33]2[CH:34]=[C:35]([NH:38][C:15](=[O:17])[C:14]3[CH:13]=[CH:12][C:11]([CH:8]4[CH2:7][CH2:6][N:5]([CH2:4][CH2:3][O:2][CH3:1])[CH2:10][CH2:9]4)=[CH:20][CH:19]=3)[NH:36][N:37]=2)[CH:24]=[C:23]([O:22][CH3:21])[CH:28]=1. (7) The reactants are Br[C:2]1[C:14]([CH2:15][O:16]C2CCCCO2)=[CH:13][C:5]([O:6]C2CCCCO2)=[C:4]([F:23])[CH:3]=1.[Li]CCCC.[B:29](OC(C)C)(OC(C)C)[O:30]C(C)C. The catalyst is C1COCC1. The product is [F:23][C:4]1[C:5]([OH:6])=[CH:13][C:14]2[CH2:15][O:16][B:29]([OH:30])[C:2]=2[CH:3]=1. The yield is 0.739.